Dataset: Reaction yield outcomes from USPTO patents with 853,638 reactions. Task: Predict the reaction yield, written as a fraction of the theoretical maximum amount of product (1.0 means a 100% yield; for example, 0.34 means a 34% yield). (1) The reactants are [CH3:1][N:2]([CH3:24])[C:3]1[CH:8]=[CH:7][C:6]([CH:9]2[C:13]3[C:14]([CH3:21])=[C:15]([OH:20])[C:16]([CH3:19])=[C:17]([CH3:18])[C:12]=3[O:11][C:10]2([CH3:23])[CH3:22])=[CH:5][CH:4]=1.[CH2:25](Br)[C:26]1[CH:31]=[CH:30][CH:29]=[CH:28][CH:27]=1. No catalyst specified. The product is [CH2:25]([O:20][C:15]1[C:16]([CH3:19])=[C:17]([CH3:18])[C:12]2[O:11][C:10]([CH3:22])([CH3:23])[CH:9]([C:6]3[CH:7]=[CH:8][C:3]([N:2]([CH3:1])[CH3:24])=[CH:4][CH:5]=3)[C:13]=2[C:14]=1[CH3:21])[C:26]1[CH:31]=[CH:30][CH:29]=[CH:28][CH:27]=1. The yield is 0.400. (2) The reactants are FC(F)(F)C(O)=O.[Cl:8][C:9]1[CH:38]=[CH:37][C:12]([CH2:13][N:14]([CH2:30][CH2:31][N:32]([CH2:35][CH3:36])[CH2:33][CH3:34])[C:15]([N:17]2[CH2:22][CH2:21][N:20](C(OC(C)(C)C)=O)[CH2:19][CH2:18]2)=[O:16])=[CH:11][CH:10]=1.C(N(CC)C(C)C)(C)C.Cl[C:49]1[C:50]2[C@H:57]([CH3:58])[CH2:56][CH:55]([OH:59])[C:51]=2[N:52]=[CH:53][N:54]=1. The catalyst is C(Cl)Cl.O. The product is [Cl:8][C:9]1[CH:10]=[CH:11][C:12]([CH2:13][N:14]([CH2:30][CH2:31][N:32]([CH2:33][CH3:34])[CH2:35][CH3:36])[C:15]([N:17]2[CH2:18][CH2:19][N:20]([C:49]3[C:50]4[C@H:57]([CH3:58])[CH2:56][CH:55]([OH:59])[C:51]=4[N:52]=[CH:53][N:54]=3)[CH2:21][CH2:22]2)=[O:16])=[CH:37][CH:38]=1. The yield is 0.210.